This data is from NCI-60 drug combinations with 297,098 pairs across 59 cell lines. The task is: Regression. Given two drug SMILES strings and cell line genomic features, predict the synergy score measuring deviation from expected non-interaction effect. (1) Drug 1: C1=NC2=C(N=C(N=C2N1C3C(C(C(O3)CO)O)O)F)N. Drug 2: CC1=C(C(CCC1)(C)C)C=CC(=CC=CC(=CC(=O)O)C)C. Cell line: MALME-3M. Synergy scores: CSS=15.1, Synergy_ZIP=-5.86, Synergy_Bliss=-5.71, Synergy_Loewe=-2.12, Synergy_HSA=-1.96. (2) Drug 1: C1=CC(=C2C(=C1NCCNCCO)C(=O)C3=C(C=CC(=C3C2=O)O)O)NCCNCCO. Drug 2: CC1=C(C(=O)C2=C(C1=O)N3CC4C(C3(C2COC(=O)N)OC)N4)N. Cell line: MDA-MB-435. Synergy scores: CSS=32.4, Synergy_ZIP=-1.97, Synergy_Bliss=5.19, Synergy_Loewe=4.40, Synergy_HSA=5.96. (3) Drug 1: CC1=CC2C(CCC3(C2CCC3(C(=O)C)OC(=O)C)C)C4(C1=CC(=O)CC4)C. Drug 2: C1=CC=C(C=C1)NC(=O)CCCCCCC(=O)NO. Cell line: UACC62. Synergy scores: CSS=0.571, Synergy_ZIP=-7.22, Synergy_Bliss=-5.97, Synergy_Loewe=-33.7, Synergy_HSA=-6.19.